Dataset: Forward reaction prediction with 1.9M reactions from USPTO patents (1976-2016). Task: Predict the product of the given reaction. (1) Given the reactants [N:1]1[C:10]2[C:5](=[CH:6][C:7]([O:11][C:12]3[CH:13]=[C:14]([CH:16]=[CH:17][CH:18]=3)[NH2:15])=[CH:8][CH:9]=2)[N:4]=[CH:3][CH:2]=1.[CH2:19]([S:22](Cl)(=[O:24])=[O:23])[CH2:20][CH3:21], predict the reaction product. The product is: [CH2:19]([S:22]([N:15]([C:14]1[CH:16]=[CH:17][CH:18]=[C:12]([O:11][C:7]2[CH:6]=[C:5]3[C:10](=[CH:9][CH:8]=2)[N:1]=[CH:2][CH:3]=[N:4]3)[CH:13]=1)[S:22]([CH2:19][CH2:20][CH3:21])(=[O:24])=[O:23])(=[O:24])=[O:23])[CH2:20][CH3:21]. (2) Given the reactants C1C=NC2C3N=CC=CC=3C=CC=2C=1.CC1(C)C(C)(C)OB([C:23]2[CH:24]=[C:25]([CH:30]=[C:31]([C:33]([F:36])([F:35])[F:34])[CH:32]=2)[C:26]([O:28]C)=[O:27])O1.[OH-:38].[K+].Cl, predict the reaction product. The product is: [OH:38][C:23]1[CH:24]=[C:25]([CH:30]=[C:31]([C:33]([F:36])([F:35])[F:34])[CH:32]=1)[C:26]([OH:28])=[O:27]. (3) Given the reactants FC(F)(F)C(O)=O.[CH3:8][O:9][CH2:10][CH2:11][O:12][C:13]1[CH:18]=[CH:17][N:16]2[C:19]([C:22]3[CH:31]=[CH:30][C:29]4[C:24](=[C:25]([O:32][CH:33]5[CH2:38][CH2:37][N:36](C(OC(C)(C)C)=O)[CH2:35][CH2:34]5)[CH:26]=[CH:27][CH:28]=4)[N:23]=3)=[CH:20][N:21]=[C:15]2[CH:14]=1, predict the reaction product. The product is: [CH3:8][O:9][CH2:10][CH2:11][O:12][C:13]1[CH:18]=[CH:17][N:16]2[C:19]([C:22]3[CH:31]=[CH:30][C:29]4[C:24](=[C:25]([O:32][CH:33]5[CH2:38][CH2:37][NH:36][CH2:35][CH2:34]5)[CH:26]=[CH:27][CH:28]=4)[N:23]=3)=[CH:20][N:21]=[C:15]2[CH:14]=1.